From a dataset of Catalyst prediction with 721,799 reactions and 888 catalyst types from USPTO. Predict which catalyst facilitates the given reaction. Reactant: [CH2:1]([O:8][C:9]([NH:11][C@H:12]1[CH2:16][CH2:15][N:14]([C@H:17]2[CH2:22][CH2:21][C@@H:20]([O:23][CH3:24])[CH2:19][C@H:18]2[CH2:25][NH:26][C:27](=[O:33])OC(C)(C)C)[C:13]1=[O:34])=[O:10])[C:2]1[CH:7]=[CH:6][CH:5]=[CH:4][CH:3]=1.[F:35][C:36]([F:41])([F:40])[C:37](O)=O.[CH2:42](N(CC)CC)[CH3:43].[CH3:49][N:50]([C:52]1C=[CH:56][CH:55]=[CH:54][N:53]=1)C.[C:58](OC(=O)C)(=O)C. Product: [CH3:24][O:23][C@H:20]1[CH2:19][C@@H:18]([CH2:25][NH:26][C:27](=[O:33])[CH3:58])[C@@H:17]([N:14]2[CH2:15][CH2:16][C@H:12]([NH:11][C:9]3[C:55]4[C:54](=[CH:42][CH:43]=[C:37]([C:36]([F:41])([F:40])[F:35])[CH:56]=4)[N:53]=[CH:52][N:50]=3)[C:13]2=[O:34])[CH2:22][CH2:21]1.[C:27]([NH:26][CH2:25][C@@H:18]1[CH2:19][C@H:20]([O:23][CH3:24])[CH2:21][CH2:22][C@@H:17]1[N:14]1[CH2:15][CH2:16][C@H:12]([NH:11][C:9](=[O:10])[O:8][CH2:1][C:2]2[CH:3]=[CH:4][CH:5]=[CH:6][CH:7]=2)[C:13]1=[O:34])(=[O:33])[CH3:49]. The catalyst class is: 2.